Dataset: Catalyst prediction with 721,799 reactions and 888 catalyst types from USPTO. Task: Predict which catalyst facilitates the given reaction. (1) Reactant: [F:1][C:2]1[CH:7]=[CH:6][CH:5]=[C:4]([F:8])[C:3]=1[C:9]1[N:14]=[C:13]([C:15]([OH:17])=O)[CH:12]=[CH:11][C:10]=1[F:18].[NH2:19][C:20]1[C:21]([N:29]2[CH2:34][C@H:33]([CH3:35])[CH2:32][C@H:31]([NH:36]C(=O)OC(C)(C)C)[CH2:30]2)=[C:22]2[CH2:28][CH2:27][O:26][C:23]2=[N:24][CH:25]=1.CN(C(ON1N=NC2C=CC=NC1=2)=[N+](C)C)C.F[P-](F)(F)(F)(F)F.CCN(C(C)C)C(C)C. Product: [NH2:36][C@H:31]1[CH2:32][C@@H:33]([CH3:35])[CH2:34][N:29]([C:21]2[C:20]([NH:19][C:15]([C:13]3[CH:12]=[CH:11][C:10]([F:18])=[C:9]([C:3]4[C:4]([F:8])=[CH:5][CH:6]=[CH:7][C:2]=4[F:1])[N:14]=3)=[O:17])=[CH:25][N:24]=[C:23]3[O:26][CH2:27][CH2:28][C:22]=23)[CH2:30]1. The catalyst class is: 3. (2) The catalyst class is: 10. Product: [N:26]1([C:31]2[CH:36]=[CH:35][C:34]([O:5][CH2:6][CH2:7][C:8]3[CH:25]=[CH:24][C:11]([O:12][CH2:13][C:14]4[CH:23]=[CH:22][CH:21]=[CH:20][C:15]=4[C:16]([O:18][CH3:19])=[O:17])=[CH:10][CH:9]=3)=[CH:33][CH:32]=2)[CH:30]=[CH:29][N:28]=[CH:27]1. Reactant: CS([O:5][CH2:6][CH2:7][C:8]1[CH:25]=[CH:24][C:11]([O:12][CH2:13][C:14]2[CH:23]=[CH:22][CH:21]=[CH:20][C:15]=2[C:16]([O:18][CH3:19])=[O:17])=[CH:10][CH:9]=1)(=O)=O.[N:26]1([C:31]2[CH:36]=[CH:35][C:34](O)=[CH:33][CH:32]=2)[CH:30]=[CH:29][N:28]=[CH:27]1.C(=O)([O-])[O-].[K+].[K+]. (3) Reactant: [Br:1][C:2]1[CH:7]=[C:6]([CH3:8])[C:5]([NH:9][C:10]([NH:12][CH2:13][CH2:14]Cl)=[O:11])=[C:4]([CH2:16][CH3:17])[CH:3]=1.[H-].[Na+]. Product: [Br:1][C:2]1[CH:7]=[C:6]([CH3:8])[C:5]([N:9]2[CH2:14][CH2:13][NH:12][C:10]2=[O:11])=[C:4]([CH2:16][CH3:17])[CH:3]=1. The catalyst class is: 3. (4) Reactant: [CH3:1][C:2]1[CH:3]=[CH:4][C:5]([S:9][C:10]2[CH:11]=[CH:12][CH:13]=[CH:14][C:15]=2[N:16]2[CH2:21][CH2:20][NH:19][CH2:18][CH2:17]2)=[C:6]([CH3:8])[CH:7]=1.[C:22]1([S:28]([OH:31])(=[O:30])=[O:29])[CH:27]=[CH:26][CH:25]=[CH:24][CH:23]=1. Product: [CH3:1][C:2]1[CH:3]=[CH:4][C:5]([S:9][C:10]2[CH:11]=[CH:12][CH:13]=[CH:14][C:15]=2[N:16]2[CH2:17][CH2:18][NH:19][CH2:20][CH2:21]2)=[C:6]([CH3:8])[CH:7]=1.[S:28]([C:22]1[CH:27]=[CH:26][CH:25]=[CH:24][CH:23]=1)([O-:31])(=[O:30])=[O:29]. The catalyst class is: 5. (5) Product: [OH:38][CH:31]([C:32]1[CH:33]=[CH:34][CH:35]=[CH:36][CH:37]=1)[CH2:30][O:29][C:26]1[CH:25]=[CH:24][C:23]([CH:13]([C:12]([NH:11][C:7]2[CH:6]=[C:5]3[C:10](=[CH:9][CH:8]=2)[CH:1]=[N:2][CH:3]=[CH:4]3)=[O:39])[CH2:14][NH:15][C:16](=[O:22])[O:17][C:18]([CH3:21])([CH3:19])[CH3:20])=[CH:28][CH:27]=1. Reactant: [CH:1]1[C:10]2[C:5](=[CH:6][C:7]([NH:11][C:12](=[O:39])[CH:13]([C:23]3[CH:28]=[CH:27][C:26]([O:29][CH2:30][C:31](=[O:38])[C:32]4[CH:37]=[CH:36][CH:35]=[CH:34][CH:33]=4)=[CH:25][CH:24]=3)[CH2:14][NH:15][C:16](=[O:22])[O:17][C:18]([CH3:21])([CH3:20])[CH3:19])=[CH:8][CH:9]=2)[CH:4]=[CH:3][N:2]=1.[BH4-].[Na+]. The catalyst class is: 14.